Dataset: Reaction yield outcomes from USPTO patents with 853,638 reactions. Task: Predict the reaction yield, written as a fraction of the theoretical maximum amount of product (1.0 means a 100% yield; for example, 0.34 means a 34% yield). (1) The reactants are [CH2:1]([CH:5]1[C:9]2([CH2:14][CH2:13][NH:12][CH2:11][CH2:10]2)[O:8][C:7](=[O:15])[NH:6]1)[CH2:2][CH2:3][CH3:4].[CH3:16][C:17]1[CH:31]=[CH:30][CH:29]=[C:28]([CH3:32])[C:18]=1[C:19]([N:21]1[CH2:26][CH2:25][C:24](=O)[CH2:23][CH2:22]1)=[O:20].C(O[BH-](OC(=O)C)OC(=O)C)(=O)C.[Na+].CC(O)=O.N. The catalyst is C(Cl)Cl. The product is [CH2:1]([CH:5]1[C:9]2([CH2:14][CH2:13][N:12]([CH:24]3[CH2:25][CH2:26][N:21]([C:19](=[O:20])[C:18]4[C:28]([CH3:32])=[CH:29][CH:30]=[CH:31][C:17]=4[CH3:16])[CH2:22][CH2:23]3)[CH2:11][CH2:10]2)[O:8][C:7](=[O:15])[NH:6]1)[CH2:2][CH2:3][CH3:4]. The yield is 0.730. (2) The reactants are Br[C:2]1[C:10]2[C:5](=[N:6][CH:7]=[C:8]([C:11]3[CH:12]=[C:13]([CH:26]=[CH:27][CH:28]=3)[C:14]([NH:16][C:17]3([C:20]4[CH:25]=[CH:24][CH:23]=[CH:22][CH:21]=4)[CH2:19][CH2:18]3)=[O:15])[CH:9]=2)[O:4][C:3]=1[C:29]1[CH:34]=[CH:33][C:32]([F:35])=[CH:31][CH:30]=1.[CH3:36]B1OB(C)OB(C)O1.C([O-])([O-])=O.[Na+].[Na+]. The catalyst is CN(C=O)C.O.CCOC(C)=O.C1C=CC([P]([Pd]([P](C2C=CC=CC=2)(C2C=CC=CC=2)C2C=CC=CC=2)([P](C2C=CC=CC=2)(C2C=CC=CC=2)C2C=CC=CC=2)[P](C2C=CC=CC=2)(C2C=CC=CC=2)C2C=CC=CC=2)(C2C=CC=CC=2)C2C=CC=CC=2)=CC=1. The product is [F:35][C:32]1[CH:31]=[CH:30][C:29]([C:3]2[O:4][C:5]3=[N:6][CH:7]=[C:8]([C:11]4[CH:12]=[C:13]([CH:26]=[CH:27][CH:28]=4)[C:14]([NH:16][C:17]4([C:20]5[CH:25]=[CH:24][CH:23]=[CH:22][CH:21]=5)[CH2:18][CH2:19]4)=[O:15])[CH:9]=[C:10]3[C:2]=2[CH3:36])=[CH:34][CH:33]=1. The yield is 0.930. (3) The reactants are [Cl:1][C:2]1[C:6]([NH:7][CH2:8][CH3:9])=[CH:5][N:4]([C:10]2[CH:11]=[N:12][CH:13]=[CH:14][CH:15]=2)[N:3]=1.N1C=CC=CC=1.[F:22][C:23]([F:33])([F:32])[CH2:24][CH2:25][S:26][CH2:27][CH2:28][C:29](Cl)=[O:30].O. The catalyst is C(Cl)Cl.CN(C)C1C=CN=CC=1. The product is [Cl:1][C:2]1[C:6]([N:7]([CH2:8][CH3:9])[C:29](=[O:30])[CH2:28][CH2:27][S:26][CH2:25][CH2:24][C:23]([F:33])([F:32])[F:22])=[CH:5][N:4]([C:10]2[CH:11]=[N:12][CH:13]=[CH:14][CH:15]=2)[N:3]=1. The yield is 0.890. (4) The reactants are Br[C:2]1[CH:23]=[CH:22][C:5]([C:6]([NH:8][S:9]([C:12]2[CH:17]=[CH:16][CH:15]=[CH:14][C:13]=2[S:18](=[O:21])(=[O:20])[NH2:19])(=[O:11])=[O:10])=[O:7])=[CH:4][C:3]=1[O:24][CH:25]([CH3:27])[CH3:26].[CH3:28][C:29]([CH3:42])([CH3:41])[C:30]#[C:31]B(OC(C)C)OC(C)C. No catalyst specified. The product is [CH3:28][C:29]([CH3:42])([CH3:41])[C:30]#[C:31][C:2]1[CH:23]=[CH:22][C:5]([C:6]([NH:8][S:9]([C:12]2[CH:17]=[CH:16][CH:15]=[CH:14][C:13]=2[S:18](=[O:21])(=[O:20])[NH2:19])(=[O:11])=[O:10])=[O:7])=[CH:4][C:3]=1[O:24][CH:25]([CH3:27])[CH3:26]. The yield is 0.300. (5) The reactants are [Cl:1][C:2]1[C:6]([N:7]([CH2:19][CH3:20])[C:8](=[O:18])[CH2:9][CH2:10][S:11][CH2:12][CH2:13][C:14]([F:17])([F:16])[F:15])=[CH:5][N:4]([C:21]2[CH:22]=[N:23][CH:24]=[CH:25][CH:26]=2)[N:3]=1.[OH:27]O. The catalyst is FC(F)(F)C(O)C(F)(F)F. The product is [Cl:1][C:2]1[C:6]([N:7]([CH2:19][CH3:20])[C:8](=[O:18])[CH2:9][CH2:10][S:11]([CH2:12][CH2:13][C:14]([F:16])([F:15])[F:17])=[O:27])=[CH:5][N:4]([C:21]2[CH:22]=[N:23][CH:24]=[CH:25][CH:26]=2)[N:3]=1. The yield is 0.950. (6) The reactants are [C@@H]1([N:10]2[C:20]3[N:19]=[C:17]([NH2:18])[NH:16][C:14](=[O:15])[C:13]=3[N:12]=[CH:11]2)O[C@H](CO)[C@@H](O)[C@H]1O.[CH2:21](Br)[CH:22]=[CH2:23].Cl.[OH-].[Na+]. The catalyst is CO.CS(C)=O. The product is [NH2:18][C:17]1[NH:16][C:14](=[O:15])[C:13]2[N:12]([CH2:23][CH:22]=[CH2:21])[CH:11]=[N:10][C:20]=2[N:19]=1. The yield is 1.19. (7) The reactants are [CH3:1][N:2]([CH3:10])[C:3]1[CH:8]=[CH:7][N:6]=[C:5]([NH2:9])[CH:4]=1.Br[CH2:12][C:13]([C:15]1[CH:16]=[C:17]([CH3:21])[CH:18]=[CH:19][CH:20]=1)=O. No catalyst specified. The product is [CH3:1][N:2]([C:3]1[CH:8]=[CH:7][N:6]2[CH:12]=[C:13]([C:15]3[CH:16]=[C:17]([CH3:21])[CH:18]=[CH:19][CH:20]=3)[N:9]=[C:5]2[CH:4]=1)[CH3:10]. The yield is 0.200.